Task: Predict which catalyst facilitates the given reaction.. Dataset: Catalyst prediction with 721,799 reactions and 888 catalyst types from USPTO (1) Reactant: C(O)(C(F)(F)F)=O.[NH2:8][C:9]1[C:14]([C:15]2(O)[CH2:20][CH2:19][CH:18]([C:21]3[CH:26]=[CH:25][CH:24]=[CH:23][CH:22]=3)[CH2:17][CH2:16]2)=[CH:13][CH:12]=[CH:11][N:10]=1. Product: [C:21]1([CH:18]2[CH2:17][CH2:16][CH:15]([C:14]3[C:9]([NH2:8])=[N:10][CH:11]=[CH:12][CH:13]=3)[CH2:20][CH2:19]2)[CH:22]=[CH:23][CH:24]=[CH:25][CH:26]=1. The catalyst class is: 43. (2) Reactant: [CH:1]1([CH2:6][CH:7]([N:11]2[C:16](=[O:17])[CH:15]=[C:14](I)[CH:13]=[N:12]2)[C:8]([OH:10])=O)[CH2:5][CH2:4][CH2:3][CH2:2]1.C(N(CC)C(C)C)(C)C.F[P-](F)(F)(F)(F)F.[N:35]1([O:44][P+](N(C)C)(N(C)C)N(C)C)[C:39]2[CH:40]=[CH:41][CH:42]=[CH:43][C:38]=2[N:37]=[N:36]1.[CH3:55][C:56]1([CH3:68])[O:60][C@H:59]([CH2:61][N:62]2[CH:66]=[CH:65][C:64]([NH2:67])=[N:63]2)[CH2:58][O:57]1. Product: [N:35]1([O:44][C:14]2[CH:13]=[N:12][N:11]([CH:7]([CH2:6][CH:1]3[CH2:2][CH2:3][CH2:4][CH2:5]3)[C:8]([NH:67][C:64]3[CH:65]=[CH:66][N:62]([CH2:61][C@@H:59]4[CH2:58][O:57][C:56]([CH3:68])([CH3:55])[O:60]4)[N:63]=3)=[O:10])[C:16](=[O:17])[CH:15]=2)[C:39]2[CH:40]=[CH:41][CH:42]=[CH:43][C:38]=2[N:37]=[N:36]1. The catalyst class is: 42.